Dataset: Forward reaction prediction with 1.9M reactions from USPTO patents (1976-2016). Task: Predict the product of the given reaction. (1) Given the reactants Br[C:2]1[CH:7]=[CH:6][C:5]([F:8])=[C:4]([CH:9]([F:11])[F:10])[CH:3]=1.[B:12]1([B:12]2[O:16][C:15]([CH3:18])([CH3:17])[C:14]([CH3:20])([CH3:19])[O:13]2)[O:16][C:15]([CH3:18])([CH3:17])[C:14]([CH3:20])([CH3:19])[O:13]1.C([O-])(=O)C.[K+], predict the reaction product. The product is: [F:10][CH:9]([F:11])[C:4]1[CH:3]=[C:2]([B:12]2[O:16][C:15]([CH3:18])([CH3:17])[C:14]([CH3:20])([CH3:19])[O:13]2)[CH:7]=[CH:6][C:5]=1[F:8]. (2) Given the reactants [NH:1]1[CH2:5][CH:4]=[CH:3][CH2:2]1.C(N(CC)C(C)C)(C)C.Cl[C:16]([O:18][CH2:19][C:20]1[CH:25]=[CH:24][CH:23]=[CH:22][CH:21]=1)=[O:17], predict the reaction product. The product is: [N:1]1([C:16]([O:18][CH2:19][C:20]2[CH:25]=[CH:24][CH:23]=[CH:22][CH:21]=2)=[O:17])[CH2:5][CH:4]=[CH:3][CH2:2]1. (3) Given the reactants Cl.C([O:5][C:6]1[CH:11]=[CH:10][CH:9]=[C:8]([C:12](=[O:23])[NH:13][C:14]2[S:15][C:16]([S:19]([CH3:22])(=[O:21])=[O:20])=[CH:17][N:18]=2)[CH:7]=1)(=O)C, predict the reaction product. The product is: [OH:5][C:6]1[CH:7]=[C:8]([CH:9]=[CH:10][CH:11]=1)[C:12]([NH:13][C:14]1[S:15][C:16]([S:19]([CH3:22])(=[O:21])=[O:20])=[CH:17][N:18]=1)=[O:23]. (4) Given the reactants [C:1]1([S:7]([N:10]2[C:14]3=[N:15][CH:16]=[C:17]([CH3:19])[CH:18]=[C:13]3[CH:12]=[C:11]2[C:20](OS(C2C=CC(C)=CC=2)(=O)=O)=[CH:21][CH:22]2[CH2:26][CH2:25][CH2:24][CH2:23]2)(=[O:9])=[O:8])[CH:6]=[CH:5][CH:4]=[CH:3][CH:2]=1.[CH3:38][O:39][C:40](=[O:57])[C:41]1[CH:46]=[CH:45][C:44](B2OC(C)(C)C(C)(C)O2)=[CH:43][C:42]=1[F:56].C(=O)([O-])[O-].[Na+].[Na+], predict the reaction product. The product is: [CH3:38][O:39][C:40](=[O:57])[C:41]1[CH:46]=[CH:45][C:44]([C:20]([C:11]2[N:10]([S:7]([C:1]3[CH:2]=[CH:3][CH:4]=[CH:5][CH:6]=3)(=[O:9])=[O:8])[C:14]3=[N:15][CH:16]=[C:17]([CH3:19])[CH:18]=[C:13]3[CH:12]=2)=[CH:21][CH:22]2[CH2:26][CH2:25][CH2:24][CH2:23]2)=[CH:43][C:42]=1[F:56].